From a dataset of Forward reaction prediction with 1.9M reactions from USPTO patents (1976-2016). Predict the product of the given reaction. Given the reactants [Cl:1][C:2]1[CH:3]=[C:4]([C:9]2([C:28]([F:31])([F:30])[F:29])[O:13][N:12]=[C:11]([C:14]3[C:22]4[N:18]([CH:19]=[CH:20][CH:21]=4)[C:17]([C:23]([O:25]CC)=[O:24])=[CH:16][CH:15]=3)[CH2:10]2)[CH:5]=[C:6]([Cl:8])[CH:7]=1.[OH-].[Na+].[ClH:34], predict the reaction product. The product is: [Cl:1][C:2]1[CH:3]=[C:4]([C:9]2([C:28]([F:30])([F:31])[F:29])[O:13][N:12]=[C:11]([C:14]3[C:22]4[N:18]([CH:19]=[CH:20][CH:21]=4)[C:17]([C:23]([OH:25])=[O:24])=[CH:16][CH:15]=3)[CH2:10]2)[CH:5]=[C:6]([Cl:8])[C:7]=1[Cl:34].